Dataset: Forward reaction prediction with 1.9M reactions from USPTO patents (1976-2016). Task: Predict the product of the given reaction. (1) Given the reactants [BH4-].[Na+].CO.[O:5]1[CH2:9][CH2:8][CH:7]([CH2:10][NH:11][C:12]([C:14]2[C:18]([CH:19]=[O:20])=[C:17]([CH2:21][CH2:22][CH2:23][C:24]3[CH:29]=[CH:28][CH:27]=[CH:26][CH:25]=3)[O:16][N:15]=2)=[O:13])[CH2:6]1, predict the reaction product. The product is: [O:5]1[CH2:9][CH2:8][CH:7]([CH2:10][NH:11][C:12]([C:14]2[C:18]([CH2:19][OH:20])=[C:17]([CH2:21][CH2:22][CH2:23][C:24]3[CH:25]=[CH:26][CH:27]=[CH:28][CH:29]=3)[O:16][N:15]=2)=[O:13])[CH2:6]1. (2) Given the reactants [CH2:1]([C:4]1[C:8]([CH2:9][CH2:10][CH2:11][OH:12])=[CH:7][N:6]([C:13]2[CH:18]=[CH:17][C:16]([C:19]([F:22])([F:21])[F:20])=[CH:15][N:14]=2)[N:5]=1)[CH2:2][CH3:3].O[C:24]1[CH:25]=[CH:26][C:27]([O:37][CH3:38])=[C:28]([CH2:30][CH2:31][C:32]([O:34]CC)=[O:33])[CH:29]=1.C(P(CCCC)CCCC)CCC.N(C(N1CCCCC1)=O)=NC(N1CCCCC1)=O, predict the reaction product. The product is: [CH3:38][O:37][C:27]1[CH:26]=[CH:25][C:24]([O:12][CH2:11][CH2:10][CH2:9][C:8]2[C:4]([CH2:1][CH2:2][CH3:3])=[N:5][N:6]([C:13]3[CH:18]=[CH:17][C:16]([C:19]([F:21])([F:20])[F:22])=[CH:15][N:14]=3)[CH:7]=2)=[CH:29][C:28]=1[CH2:30][CH2:31][C:32]([OH:34])=[O:33]. (3) Given the reactants ClC1C=C(C(C2CCN(C(OC(C)(C)C)=O)CC2)C)C=C(Cl)C=1.[Cl:24][C:25]1[CH:26]=[C:27]([CH:40]=[C:41]([Cl:43])[CH:42]=1)[O:28][CH:29]1[CH2:32][N:31](C(OC(C)(C)C)=O)[CH2:30]1, predict the reaction product. The product is: [Cl:43][C:41]1[CH:40]=[C:27]([CH:26]=[C:25]([Cl:24])[CH:42]=1)[O:28][CH:29]1[CH2:30][NH:31][CH2:32]1. (4) Given the reactants [CH3:1][C:2]1[CH:3]=[N:4][N:5]([CH:7]2[CH2:12][CH2:11][CH2:10][CH2:9][O:8]2)[CH:6]=1.O1CCCC1.C([Li])CCC.[CH2:23]([Sn:27](Cl)([CH2:32][CH2:33][CH2:34][CH3:35])[CH2:28][CH2:29][CH2:30][CH3:31])[CH2:24][CH2:25][CH3:26], predict the reaction product. The product is: [CH3:1][C:2]1[CH:3]=[N:4][N:5]([CH:7]2[CH2:12][CH2:11][CH2:10][CH2:9][O:8]2)[C:6]=1[Sn:27]([CH2:28][CH2:29][CH2:30][CH3:31])([CH2:32][CH2:33][CH2:34][CH3:35])[CH2:23][CH2:24][CH2:25][CH3:26]. (5) The product is: [CH3:19][C:20]([CH3:25])([CH3:24])[C:21]([NH:12][C:10]1[S:11][C:7]([C:4]2[N:3]=[C:2]([CH3:1])[O:6][N:5]=2)=[C:8]([C:13]2[CH:14]=[CH:15][CH:16]=[CH:17][CH:18]=2)[N:9]=1)=[O:22]. Given the reactants [CH3:1][C:2]1[O:6][N:5]=[C:4]([C:7]2[S:11][C:10]([NH2:12])=[N:9][C:8]=2[C:13]2[CH:18]=[CH:17][CH:16]=[CH:15][CH:14]=2)[N:3]=1.[CH3:19][C:20]([CH3:25])([CH3:24])[C:21](Cl)=[O:22], predict the reaction product. (6) Given the reactants [O:1]=[C:2]1[N:7]([CH:8]([CH3:19])[C:9]([O:11]CC2C=CC=CC=2)=[O:10])[CH2:6][CH2:5][O:4][CH2:3]1.[H][H], predict the reaction product. The product is: [O:1]=[C:2]1[N:7]([CH:8]([CH3:19])[C:9]([OH:11])=[O:10])[CH2:6][CH2:5][O:4][CH2:3]1.